This data is from Full USPTO retrosynthesis dataset with 1.9M reactions from patents (1976-2016). The task is: Predict the reactants needed to synthesize the given product. (1) Given the product [NH2:16][C:11]1[N:12]=[C:13]([CH3:15])[N:14]=[C:9]([C:8]2[C:3]([NH:26][C:21]3[C:20]4[CH:19]=[CH:18][NH:17][C:25]=4[CH:24]=[CH:23][CH:22]=3)=[N:4][CH:5]=[CH:6][CH:7]=2)[N:10]=1, predict the reactants needed to synthesize it. The reactants are: Cl.F[C:3]1[C:8]([C:9]2[N:14]=[C:13]([CH3:15])[N:12]=[C:11]([NH2:16])[N:10]=2)=[CH:7][CH:6]=[CH:5][N:4]=1.[NH:17]1[C:25]2[CH:24]=[CH:23][CH:22]=[C:21]([NH2:26])[C:20]=2[CH:19]=[CH:18]1.O1CCOCC1. (2) Given the product [Cl:5][C:6]1[CH:14]=[CH:13][C:9]([C:10]([Cl:3])=[O:11])=[CH:8][N:7]=1, predict the reactants needed to synthesize it. The reactants are: S(Cl)([Cl:3])=O.[Cl:5][C:6]1[CH:14]=[CH:13][C:9]([C:10](O)=[O:11])=[CH:8][N:7]=1.